From a dataset of Catalyst prediction with 721,799 reactions and 888 catalyst types from USPTO. Predict which catalyst facilitates the given reaction. (1) Reactant: [Br:1][C:2]1[CH:3]=[C:4]([CH3:14])[C:5]([C:8]2[CH2:9][CH2:10][NH:11][CH2:12][CH:13]=2)=[N:6][CH:7]=1.[CH3:15][CH:16]1[C:20](=O)[CH2:19][CH2:18][O:17]1.C(O[BH-](OC(=O)C)OC(=O)C)(=O)C.[Na+].[OH-].[Na+]. Product: [Br:1][C:2]1[CH:3]=[C:4]([CH3:14])[C:5]([C:8]2[CH2:9][CH2:10][N:11]([C@H:20]3[CH2:19][CH2:18][O:17][C@H:16]3[CH3:15])[CH2:12][CH:13]=2)=[N:6][CH:7]=1.[Br:1][C:2]1[CH:3]=[C:4]([CH3:14])[C:5]([C:8]2[CH2:9][CH2:10][N:11]([C@@H:20]3[CH2:19][CH2:18][O:17][C@H:16]3[CH3:15])[CH2:12][CH:13]=2)=[N:6][CH:7]=1. The catalyst class is: 4. (2) Reactant: [Br:1][C:2]1[C:7]([O:8][CH3:9])=[CH:6][CH:5]=[C:4]([N+:10]([O-])=O)[N:3]=1.O.C([O-])(O)=O.[Na+]. Product: [Br:1][C:2]1[N:3]=[C:4]([NH2:10])[CH:5]=[CH:6][C:7]=1[O:8][CH3:9]. The catalyst class is: 8. (3) Reactant: [CH3:1][O:2][C:3]1[CH:8]=[CH:7][C:6]([OH:9])=[CH:5][C:4]=1[O:10][CH2:11][CH2:12][CH2:13][O:14][CH3:15].[CH2:16]([O:23][C:24](=[O:37])[C@@H:25](OS(C(F)(F)F)(=O)=O)[CH:26]([CH3:28])[CH3:27])[C:17]1[CH:22]=[CH:21][CH:20]=[CH:19][CH:18]=1.C([O-])([O-])=O.[K+].[K+]. Product: [CH2:16]([O:23][C:24](=[O:37])[C@H:25]([O:9][C:6]1[CH:7]=[CH:8][C:3]([O:2][CH3:1])=[C:4]([O:10][CH2:11][CH2:12][CH2:13][O:14][CH3:15])[CH:5]=1)[CH:26]([CH3:27])[CH3:28])[C:17]1[CH:22]=[CH:21][CH:20]=[CH:19][CH:18]=1. The catalyst class is: 21. (4) Reactant: [C:1]([C:5]1[C:10](Cl)=[C:9](C#N)[CH:8]=[CH:7][N:6]=1)([CH3:4])([CH3:3])[CH3:2].[C:14]1([NH2:21])[CH:19]=[CH:18][CH:17]=[CH:16][C:15]=1[NH2:20].O.[C:23]1(C)C=CC(S(O)(=O)=O)=CC=1.[ClH:34]. Product: [Cl:34][C:9]1[CH:10]=[C:5]([C:1]([CH3:2])([CH3:3])[CH3:4])[N:6]=[CH:7][C:8]=1[C:23]1[NH:20][C:15]2[CH:16]=[CH:17][CH:18]=[CH:19][C:14]=2[N:21]=1. The catalyst class is: 8.